Dataset: Catalyst prediction with 721,799 reactions and 888 catalyst types from USPTO. Task: Predict which catalyst facilitates the given reaction. (1) Product: [F:22][C:19]1[CH:20]=[CH:21][C:16]([CH:9]([C:10]2[N:11]([CH3:15])[CH:12]=[CH:13][N:14]=2)[NH:8][C:6]2[N:5]=[C:4]([NH:23][C:24]3[N:25]=[CH:26][N:27]([CH3:29])[CH:28]=3)[N:3]=[C:2]([N:30]3[CH2:35][CH2:34][O:33][CH2:32][CH2:31]3)[N:7]=2)=[CH:17][CH:18]=1. Reactant: Cl[C:2]1[N:7]=[C:6]([NH:8][CH:9]([C:16]2[CH:21]=[CH:20][C:19]([F:22])=[CH:18][CH:17]=2)[C:10]2[N:11]([CH3:15])[CH:12]=[CH:13][N:14]=2)[N:5]=[C:4]([NH:23][C:24]2[N:25]=[CH:26][N:27]([CH3:29])[CH:28]=2)[N:3]=1.[NH:30]1[CH2:35][CH2:34][O:33][CH2:32][CH2:31]1. The catalyst class is: 10. (2) Reactant: [C:1]([OH:6])(=O)[C:2]([CH3:4])=[CH2:3].OC1C2N=N[NH:13]C=2C=CC=1.CCN=C=NCCCN(C)C.Cl.[NH2:29][C@H:30]([C:38]([NH:40][C@H:41]([C:51]([NH:53][C@H:54]([C:62]([NH:64][C@H:65]([C:78]([NH:80][C@H:81]([C:89]([NH:91][C@H:92]([C:102]([NH:104][C@H:105]([C:113]([NH:115][C@H:116]([C:129]([O:131][CH2:132][CH3:133])=[O:130])[CH2:117][CH2:118][CH2:119][CH2:120][NH:121][C:122]([O:124][C:125]([CH3:128])([CH3:127])[CH3:126])=[O:123])=[O:114])[CH2:106][C:107]1[CH:112]=[CH:111][CH:110]=[CH:109][CH:108]=1)=[O:103])[CH2:93][CH2:94][C:95](=[O:101])[O:96][C:97]([CH3:100])([CH3:99])[CH3:98])=[O:90])[CH2:82][C:83]1[CH:88]=[CH:87][CH:86]=[CH:85][CH:84]=1)=[O:79])[CH2:66][CH2:67][CH2:68][CH2:69][NH:70][C:71]([O:73][C:74]([CH3:77])([CH3:76])[CH3:75])=[O:72])=[O:63])[CH2:55][C:56]1[CH:61]=[CH:60][CH:59]=[CH:58][CH:57]=1)=[O:52])[CH2:42][CH2:43][C:44](=[O:50])[O:45][C:46]([CH3:49])([CH3:48])[CH3:47])=[O:39])[CH2:31][C:32]1[CH:37]=[CH:36][CH:35]=[CH:34][CH:33]=1.OS([O-])(=O)=O.[K+]. Product: [C:1]([NH2:13])(=[O:6])[C:2]([CH3:4])=[CH2:3].[NH2:29][C@H:30]([C:38]([NH:40][C@H:41]([C:51]([NH:53][C@H:54]([C:62]([NH:64][C@H:65]([C:78]([NH:80][C@H:81]([C:89]([NH:91][C@H:92]([C:102]([NH:104][C@H:105]([C:113]([NH:115][C@H:116]([C:129]([O:131][CH2:132][CH3:133])=[O:130])[CH2:117][CH2:118][CH2:119][CH2:120][NH:121][C:122]([O:124][C:125]([CH3:128])([CH3:127])[CH3:126])=[O:123])=[O:114])[CH2:106][C:107]1[CH:112]=[CH:111][CH:110]=[CH:109][CH:108]=1)=[O:103])[CH2:93][CH2:94][C:95](=[O:101])[O:96][C:97]([CH3:100])([CH3:99])[CH3:98])=[O:90])[CH2:82][C:83]1[CH:84]=[CH:85][CH:86]=[CH:87][CH:88]=1)=[O:79])[CH2:66][CH2:67][CH2:68][CH2:69][NH:70][C:71]([O:73][C:74]([CH3:77])([CH3:76])[CH3:75])=[O:72])=[O:63])[CH2:55][C:56]1[CH:57]=[CH:58][CH:59]=[CH:60][CH:61]=1)=[O:52])[CH2:42][CH2:43][C:44](=[O:50])[O:45][C:46]([CH3:49])([CH3:48])[CH3:47])=[O:39])[CH2:31][C:32]1[CH:33]=[CH:34][CH:35]=[CH:36][CH:37]=1. The catalyst class is: 44. (3) The catalyst class is: 93. Product: [CH2:1]([O:3][C:4]([C:6]1([C:9]2[CH:10]=[CH:11][C:12]([C:15]3[CH:16]=[CH:17][C:18]([C:21]4[S:22][C:23]([Cl:29])=[CH:24][C:25]=4[NH:40][C:45]([O:39][C@@H:37]([C:32]4[CH:33]=[CH:34][CH:35]=[CH:36][C:31]=4[Cl:30])[CH3:38])=[O:49])=[CH:19][CH:20]=3)=[CH:13][CH:14]=2)[CH2:8][CH2:7]1)=[O:5])[CH3:2]. Reactant: [CH2:1]([O:3][C:4]([C:6]1([C:9]2[CH:14]=[CH:13][C:12]([C:15]3[CH:20]=[CH:19][C:18]([C:21]4[S:22][C:23]([Cl:29])=[CH:24][C:25]=4C(=O)N)=[CH:17][CH:16]=3)=[CH:11][CH:10]=2)[CH2:8][CH2:7]1)=[O:5])[CH3:2].[Cl:30][C:31]1[CH:36]=[CH:35][CH:34]=[CH:33][C:32]=1[C@H:37]([OH:39])[CH3:38].[N:40]1[CH:45]=CC=CC=1.FC(F)(F)C(OI(C1C=CC=CC=1)OC(=O)C(F)(F)F)=[O:49]. (4) Reactant: [F:1][C:2]1[CH:7]=[C:6]([F:8])[CH:5]=[CH:4][C:3]=1[C:9]1[CH:14]=[CH:13][C:12]([C@@H:15]([N:17]2[CH2:22][CH2:21][C@:20]([CH2:30][CH:31]=[O:32])([C:23]3[CH:28]=[CH:27][C:26]([F:29])=[CH:25][CH:24]=3)[O:19][C:18]2=[O:33])[CH3:16])=[CH:11][CH:10]=1.[CH3:34][Mg+].[Br-]. Product: [F:1][C:2]1[CH:7]=[C:6]([F:8])[CH:5]=[CH:4][C:3]=1[C:9]1[CH:14]=[CH:13][C:12]([C@@H:15]([N:17]2[CH2:22][CH2:21][C@@:20]([C:23]3[CH:28]=[CH:27][C:26]([F:29])=[CH:25][CH:24]=3)([CH2:30][CH:31]([OH:32])[CH3:34])[O:19][C:18]2=[O:33])[CH3:16])=[CH:11][CH:10]=1. The catalyst class is: 1. (5) Reactant: [NH2:1][C:2]1[C:3]2[CH:10]=[CH:9][N:8]([C@@H:11]3[O:17][C@H:16]([CH2:18][O:19][Si:20]([C:23]([CH3:26])([CH3:25])[CH3:24])([CH3:22])[CH3:21])[C@@H:14]([OH:15])[C@@:12]3([CH3:27])[OH:13])[C:4]=2[N:5]=[CH:6][N:7]=1.COC1C=CC([C:36](Cl)([C:43]2[CH:48]=[CH:47][CH:46]=[CH:45][CH:44]=2)[C:37]2[CH:42]=[CH:41][CH:40]=[CH:39][CH:38]=2)=CC=1.[C:50]([O:53][CH2:54][CH3:55])(=O)C. Product: [CH3:50][O:53][C:54]1[CH:55]=[CH:9][C:10]([N:1]([CH:36]([C:37]2[CH:42]=[CH:41][CH:40]=[CH:39][CH:38]=2)[C:43]2[CH:44]=[CH:45][CH:46]=[CH:47][CH:48]=2)[C:2]2[C:3]3[CH:10]=[CH:9][N:8]([C@@H:11]4[O:17][C@H:16]([CH2:18][O:19][Si:20]([C:23]([CH3:26])([CH3:25])[CH3:24])([CH3:21])[CH3:22])[C@@H:14]([OH:15])[C@@:12]4([CH3:27])[OH:13])[C:4]=3[N:5]=[CH:6][N:7]=2)=[CH:3][CH:2]=1. The catalyst class is: 537.